Dataset: Reaction yield outcomes from USPTO patents with 853,638 reactions. Task: Predict the reaction yield, written as a fraction of the theoretical maximum amount of product (1.0 means a 100% yield; for example, 0.34 means a 34% yield). (1) The reactants are [C:1]([O:9][CH2:10][CH3:11])(=[O:8])[CH2:2][C:3]([O:5][CH2:6][CH3:7])=[O:4].C([O-])([O-])=O.[K+].[K+].Cl[C:19]1[CH:24]=[CH:23][C:22]([N+:25]([O-:27])=[O:26])=[CH:21][N:20]=1. The catalyst is CN(C)C=O. The product is [N+:25]([C:22]1[CH:23]=[CH:24][C:19]([CH:2]([C:3]([O:5][CH2:6][CH3:7])=[O:4])[C:1]([O:9][CH2:10][CH3:11])=[O:8])=[N:20][CH:21]=1)([O-:27])=[O:26]. The yield is 0.680. (2) The reactants are [CH3:1][C:2]1[C:7]([CH2:8][C:9]2[CH:14]=[CH:13][CH:12]=[C:11]([C:15]([F:18])([F:17])[F:16])[CH:10]=2)=[C:6]([CH3:19])[N:5]2[N:20]=[CH:21][C:22]([C:23]([OH:25])=O)=[C:4]2[N:3]=1.[NH2:26][CH2:27][CH2:28][CH2:29][OH:30]. No catalyst specified. The product is [OH:30][CH2:29][CH2:28][CH2:27][NH:26][C:23]([C:22]1[CH:21]=[N:20][N:5]2[C:6]([CH3:19])=[C:7]([CH2:8][C:9]3[CH:14]=[CH:13][CH:12]=[C:11]([C:15]([F:18])([F:17])[F:16])[CH:10]=3)[C:2]([CH3:1])=[N:3][C:4]=12)=[O:25]. The yield is 0.560. (3) The reactants are [CH2:1]([O:5][CH2:6][C:7]1[CH:12]=[CH:11][C:10]([CH2:13]O)=[CH:9][CH:8]=1)[CH2:2][CH2:3][CH3:4].C1(P(C2C=CC=CC=2)C2C=CC=CC=2)C=CC=CC=1.C(Cl)(Cl)(Cl)[Cl:35]. No catalyst specified. The product is [CH2:1]([O:5][CH2:6][C:7]1[CH:12]=[CH:11][C:10]([CH2:13][Cl:35])=[CH:9][CH:8]=1)[CH2:2][CH2:3][CH3:4]. The yield is 0.860. (4) The reactants are OC1C=CC=C2C=1[CH2:4][N:5]([CH:12]1[CH2:17][CH2:16][C:15](=[O:18])[NH:14][C:13]1=[O:19])[C:6]2=[O:11].[C:33]1(P([C:33]2[CH:38]=[CH:37][CH:36]=[CH:35][CH:34]=2)[C:33]2[CH:38]=[CH:37][CH:36]=[CH:35][CH:34]=2)[CH:38]=[CH:37][CH:36]=[CH:35][CH:34]=1.N(C(OC(C)C)=O)=N[C:41](OC(C)C)=[O:42].[N:53]1([CH2:59][C:60]2[CH:65]=[CH:64][C:63]([CH2:66][OH:67])=[CH:62][CH:61]=2)[CH2:58][CH2:57][O:56][CH2:55][CH2:54]1. The catalyst is C1COCC1. The product is [CH3:41][O:42][C:15](=[O:18])[CH2:16][CH2:17][CH:12]([C:13](=[O:19])[NH2:14])[N:5]1[CH2:4][C:34]2[C:33](=[CH:38][CH:37]=[CH:36][C:35]=2[O:67][CH2:66][C:63]2[CH:64]=[CH:65][C:60]([CH2:59][N:53]3[CH2:58][CH2:57][O:56][CH2:55][CH2:54]3)=[CH:61][CH:62]=2)[C:6]1=[O:11]. The yield is 0.540. (5) The yield is 0.200. The catalyst is ClCCCl. The product is [C:1]([O:5][C:6]([N:8]1[CH2:13][CH2:12][CH2:11][C@@H:10]([O:14][Si:15]([C:18]([CH3:21])([CH3:20])[CH3:19])([CH3:16])[CH3:17])[C@H:9]1[CH2:22][NH:24][C:25]1[CH:32]=[CH:31][C:28]([C:29]#[N:30])=[C:27]([Cl:33])[C:26]=1[CH3:34])=[O:7])([CH3:2])([CH3:3])[CH3:4]. The reactants are [C:1]([O:5][C:6]([N:8]1[CH2:13][CH2:12][CH2:11][C@@H:10]([O:14][Si:15]([C:18]([CH3:21])([CH3:20])[CH3:19])([CH3:17])[CH3:16])[C@H:9]1[CH:22]=O)=[O:7])([CH3:4])([CH3:3])[CH3:2].[NH2:24][C:25]1[CH:32]=[CH:31][C:28]([C:29]#[N:30])=[C:27]([Cl:33])[C:26]=1[CH3:34].CC(O)=O.[BH-](OC(C)=O)(OC(C)=O)OC(C)=O.[Na+]. (6) The reactants are [NH2:1][C:2]1[CH:7]=[CH:6][C:5]([NH:8][C:9]2[C:13]([C:14]([NH2:16])=[O:15])=[C:12]([NH:17][CH2:18][C:19]3[CH:24]=[CH:23][C:22]([OH:25])=[CH:21][CH:20]=3)[NH:11][N:10]=2)=[CH:4][CH:3]=1.[Cl:26][C:27]1[C:28]2[CH:38]=[CH:37][C:36]([F:39])=[CH:35][C:29]=2[S:30][C:31]=1[C:32](Cl)=[O:33]. The catalyst is CN(C=O)C. The product is [Cl:26][C:27]1[C:28]2[CH:38]=[CH:37][C:36]([F:39])=[CH:35][C:29]=2[S:30][C:31]=1[C:32]([NH:1][C:2]1[CH:3]=[CH:4][C:5]([NH:8][C:9]2[C:13]([C:14]([NH2:16])=[O:15])=[C:12]([NH:17][CH2:18][C:19]3[CH:24]=[CH:23][C:22]([OH:25])=[CH:21][CH:20]=3)[NH:11][N:10]=2)=[CH:6][CH:7]=1)=[O:33]. The yield is 0.0600. (7) The reactants are [CH2:1]([C:5]1[C:6]2[C:10]([CH:11]=[CH:12][CH:13]=1)=[N:9][N:8]1[C:14]([CH:19]3[CH2:24][CH2:23][N:22](C(OC(C)(C)C)=O)[CH2:21][CH2:20]3)=[CH:15][C:16](=[O:18])[NH:17][C:7]=21)[CH:2]([CH3:4])[CH3:3].[ClH:32]. The catalyst is O1CCOCC1. The product is [ClH:32].[CH2:1]([C:5]1[C:6]2[C:10]([CH:11]=[CH:12][CH:13]=1)=[N:9][N:8]1[C:14]([CH:19]3[CH2:20][CH2:21][NH:22][CH2:23][CH2:24]3)=[CH:15][C:16](=[O:18])[NH:17][C:7]=21)[CH:2]([CH3:4])[CH3:3]. The yield is 0.990. (8) The reactants are [F:1][CH:2]([F:11])[O:3][C:4]1[CH:9]=[CH:8][C:7](O)=[CH:6][CH:5]=1.[C:12]([O-:15])(=[O:14])[CH3:13].[Na+].[I:17]([O-])(=O)(=O)=O.[Na+].[C:23]([O:26]C(=O)C)(=[O:25])[CH3:24]. The catalyst is C(O)(=O)C. The product is [C:12]([O:15][C:5]1[C:6]([O:26][C:23](=[O:25])[CH3:24])=[C:7]([I:17])[CH:8]=[CH:9][C:4]=1[O:3][CH:2]([F:11])[F:1])(=[O:14])[CH3:13]. The yield is 0.560.